Dataset: Forward reaction prediction with 1.9M reactions from USPTO patents (1976-2016). Task: Predict the product of the given reaction. (1) Given the reactants [C:1]([N:4]1[CH2:11][C:10]2[S:9][C:8]([C:12]3[CH:17]=[CH:16][C:15]([O:18][CH2:19][CH2:20][CH2:21]Cl)=[CH:14][CH:13]=3)=[N:7][C:6]=2[CH2:5]1)(=[O:3])[CH3:2].[CH3:23][CH:24]1[CH2:28][CH2:27][CH2:26][NH:25]1, predict the reaction product. The product is: [C:1]([N:4]1[CH2:11][C:10]2[S:9][C:8]([C:12]3[CH:17]=[CH:16][C:15]([O:18][CH2:19][CH2:20][CH2:21][N:25]4[CH2:26][CH2:27][CH2:28][CH:24]4[CH3:23])=[CH:14][CH:13]=3)=[N:7][C:6]=2[CH2:5]1)(=[O:3])[CH3:2]. (2) Given the reactants [C:1]([CH:5]1[CH2:10][CH2:9][N:8]([C:11]([O:13][C:14]([CH3:17])([CH3:16])[CH3:15])=[O:12])[CH2:7][CH2:6]1)(=[O:4])[CH2:2][CH3:3].CO[C:20](=[O:23])[O:21][CH3:22].CC(C)([O-])C.[K+], predict the reaction product. The product is: [C:14]([O:13][C:11]([N:8]1[CH2:9][CH2:10][CH:5]([C:1](=[O:4])[CH:2]([CH3:3])[C:20](=[O:23])[O:21][CH3:22])[CH2:6][CH2:7]1)=[O:12])([CH3:17])([CH3:16])[CH3:15].